Dataset: Reaction yield outcomes from USPTO patents with 853,638 reactions. Task: Predict the reaction yield, written as a fraction of the theoretical maximum amount of product (1.0 means a 100% yield; for example, 0.34 means a 34% yield). (1) The reactants are [CH2:1]([O:3][C:4](/[CH:6]=[C:7]1\[CH2:8][N:9]([C:14]([C:27]2[CH:32]=[CH:31][CH:30]=[CH:29][CH:28]=2)([C:21]2[CH:26]=[CH:25][CH:24]=[CH:23][CH:22]=2)[C:15]2[CH:20]=[CH:19][CH:18]=[CH:17][CH:16]=2)[CH2:10][CH2:11][CH:12]\1[OH:13])=[O:5])[CH3:2].[Si:33](Cl)([C:36]([CH3:39])([CH3:38])[CH3:37])([CH3:35])[CH3:34].N1C=CN=C1. The catalyst is CN(C)C=O.CN(C)C1C=CN=CC=1.C(OCC)(=O)C. The product is [Si:33]([O:13][CH:12]1[CH2:11][CH2:10][N:9]([C:14]([C:27]2[CH:32]=[CH:31][CH:30]=[CH:29][CH:28]=2)([C:21]2[CH:22]=[CH:23][CH:24]=[CH:25][CH:26]=2)[C:15]2[CH:16]=[CH:17][CH:18]=[CH:19][CH:20]=2)[CH2:8]/[C:7]/1=[CH:6]\[C:4]([O:3][CH2:1][CH3:2])=[O:5])([C:36]([CH3:39])([CH3:38])[CH3:37])([CH3:35])[CH3:34]. The yield is 0.860. (2) The reactants are [ClH:1].[Cl:2][CH2:3][C:4]1[CH:9]=[CH:8][N:7]=[CH:6][CH:5]=1.[CH:10]1[CH:15]=[CH:14][C:13]([P:16]([C:23]2[CH:28]=[CH:27][CH:26]=[CH:25][CH:24]=2)[C:17]2[CH:22]=[CH:21][CH:20]=[CH:19][CH:18]=2)=[CH:12][CH:11]=1. The catalyst is CC#N.C1(C)C=CC=CC=1. The product is [ClH:2].[Cl-:1].[C:23]1([P+:16]([C:13]2[CH:12]=[CH:11][CH:10]=[CH:15][CH:14]=2)([C:17]2[CH:22]=[CH:21][CH:20]=[CH:19][CH:18]=2)[CH2:3][C:4]2[CH:9]=[CH:8][N:7]=[CH:6][CH:5]=2)[CH:24]=[CH:25][CH:26]=[CH:27][CH:28]=1. The yield is 0.940. (3) The reactants are C[O:2][C:3](=O)[C:4]1[C:9]([I:10])=[C:8]([F:11])[CH:7]=[CH:6][C:5]=1[CH2:12]Br.[OH-].[NH4+:16]. The catalyst is C1COCC1. The product is [F:11][C:8]1[C:9]([I:10])=[C:4]2[C:5]([CH2:12][NH:16][C:3]2=[O:2])=[CH:6][CH:7]=1. The yield is 0.250.